From a dataset of Forward reaction prediction with 1.9M reactions from USPTO patents (1976-2016). Predict the product of the given reaction. (1) Given the reactants Cl[C:2]1[C:3]2[C:4](=[CH:13][N:14](CC3C=CC(OC)=CC=3)[N:15]=2)[N:5]=[C:6]([C:8]2[S:9][CH:10]=[CH:11][CH:12]=2)[N:7]=1.[S:25]1[CH2:30][CH2:29][N:28]([C:31]2[CH:37]=[CH:36][C:34]([NH2:35])=[CH:33][CH:32]=2)[CH2:27][CH2:26]1.Cl, predict the reaction product. The product is: [S:25]1[CH2:30][CH2:29][N:28]([C:31]2[CH:32]=[CH:33][C:34]([NH:35][C:2]3[C:3]4[NH:15][N:14]=[CH:13][C:4]=4[N:5]=[C:6]([C:8]4[S:9][CH:10]=[CH:11][CH:12]=4)[N:7]=3)=[CH:36][CH:37]=2)[CH2:27][CH2:26]1. (2) Given the reactants [OH:1][C:2]1[CH:11]=[C:10]2[C:5]([CH2:6][CH2:7][CH2:8][C:9]2=O)=[CH:4][C:3]=1[O:13][CH3:14].Cl.[N:16]1[O:17][N:18]=[C:19]2[CH:24]=[C:23]([CH2:25][O:26][NH2:27])[CH:22]=[CH:21][C:20]=12.N1C=CC=CC=1.[N+](C1C=CC(CO/N=C2\CCCC3C\2=CC(OC)=C(OC)C=3)=CC=1)([O-])=O, predict the reaction product. The product is: [N:16]1[O:17][N:18]=[C:19]2[CH:24]=[C:23]([CH2:25][O:26]/[N:27]=[C:9]3\[CH2:8][CH2:7][CH2:6][C:5]4[C:10]\3=[CH:11][C:2]([OH:1])=[C:3]([O:13][CH3:14])[CH:4]=4)[CH:22]=[CH:21][C:20]=12. (3) The product is: [CH3:24][O:23][CH2:22][CH2:21][C:6]([C:5]1[CH:4]=[CH:3][CH:14]=[CH:13][CH:12]=1)=[O:7]. Given the reactants CO[C:3]1[CH:4]=[C:5]([CH:12]=[CH:13][CH:14]=1)[C:6](N(OC)C)=[O:7].C([Mg]Br)C.Cl.C1[CH2:24][O:23][CH2:22][CH2:21]1, predict the reaction product. (4) The product is: [CH2:15]([N:22]1[CH2:26][CH2:25][CH:24]([NH:27][C:2]2[N:11]=[C:10]([N:12]([CH3:14])[CH3:13])[C:9]3[C:4](=[CH:5][CH:6]=[CH:7][CH:8]=3)[N:3]=2)[CH2:23]1)[C:16]1[CH:17]=[CH:18][CH:19]=[CH:20][CH:21]=1. Given the reactants Cl[C:2]1[N:11]=[C:10]([N:12]([CH3:14])[CH3:13])[C:9]2[C:4](=[CH:5][CH:6]=[CH:7][CH:8]=2)[N:3]=1.[CH2:15]([N:22]1[CH2:26][CH2:25][CH:24]([NH2:27])[CH2:23]1)[C:16]1[CH:21]=[CH:20][CH:19]=[CH:18][CH:17]=1.C([O-])(O)=O.[Na+], predict the reaction product.